From a dataset of Full USPTO retrosynthesis dataset with 1.9M reactions from patents (1976-2016). Predict the reactants needed to synthesize the given product. (1) Given the product [NH2:8][C:9]1([CH2:15][C:16]([O:18][CH2:19][CH3:20])=[O:17])[CH2:12][S:11](=[O:14])(=[O:13])[CH2:10]1, predict the reactants needed to synthesize it. The reactants are: C([NH:8][C:9]1([CH2:15][C:16]([O:18][CH2:19][CH3:20])=[O:17])[CH2:12][S:11](=[O:14])(=[O:13])[CH2:10]1)C1C=CC=CC=1. (2) The reactants are: [Br:1][C:2]1[CH:3]=[N:4][C:5]2[C:10]([CH:11]=1)=[N:9][CH:8]=[CH:7][CH:6]=2.ClC1C=CC=C(C(OO)=[O:20])C=1. Given the product [Br:1][C:2]1[CH:3]=[N:4][C:5]2[CH:6]=[CH:7][CH:8]=[N+:9]([O-:20])[C:10]=2[CH:11]=1, predict the reactants needed to synthesize it. (3) Given the product [C:24]([C:21]1[CH:20]=[CH:19][C:18]([O:17][CH2:16][CH2:15][CH2:14][O:13][C:10]2[CH:11]=[CH:12][C:7]([CH2:6][CH:5]([O:33][CH3:34])[C:4]([OH:35])=[O:3])=[CH:8][C:9]=2[CH3:32])=[CH:23][CH:22]=1)(=[O:31])[C:25]1[CH:26]=[CH:27][CH:28]=[CH:29][CH:30]=1, predict the reactants needed to synthesize it. The reactants are: C([O:3][C:4](=[O:35])[CH:5]([O:33][CH3:34])[CH2:6][C:7]1[CH:12]=[CH:11][C:10]([O:13][CH2:14][CH2:15][CH2:16][O:17][C:18]2[CH:23]=[CH:22][C:21]([C:24](=[O:31])[C:25]3[CH:30]=[CH:29][CH:28]=[CH:27][CH:26]=3)=[CH:20][CH:19]=2)=[C:9]([CH3:32])[CH:8]=1)C.[OH-].[Na+].